From a dataset of Full USPTO retrosynthesis dataset with 1.9M reactions from patents (1976-2016). Predict the reactants needed to synthesize the given product. (1) Given the product [Br:1][C:2]1[CH:3]=[CH:4][C:5]2[N:9]=[C:8]([CH3:10])[N:7]([CH2:15][O:16][CH2:17][CH2:18][Si:19]([CH3:22])([CH3:21])[CH3:20])[C:6]=2[CH:11]=1, predict the reactants needed to synthesize it. The reactants are: [Br:1][C:2]1[CH:3]=[CH:4][C:5]2[N:9]=[C:8]([CH3:10])[NH:7][C:6]=2[CH:11]=1.[H-].[Na+].Cl[CH2:15][O:16][CH2:17][CH2:18][Si:19]([CH3:22])([CH3:21])[CH3:20].O. (2) Given the product [C:1]([C:3]1[CH:4]=[C:5]([CH:6]=[N:17][S@:15]([C:12]([CH3:14])([CH3:13])[CH3:11])=[O:16])[CH:8]=[CH:9][CH:10]=1)#[N:2], predict the reactants needed to synthesize it. The reactants are: [C:1]([C:3]1[CH:4]=[C:5]([CH:8]=[CH:9][CH:10]=1)[CH:6]=O)#[N:2].[CH3:11][C:12]([S@@:15]([NH2:17])=[O:16])([CH3:14])[CH3:13]. (3) Given the product [C:1]([O:5][C:6]([N:8]1[CH2:9][CH2:10][N:11]([C:14]2[CH:15]=[CH:16][CH:17]=[C:18]3[C:23]=2[N:22]([CH3:25])[C:21](=[O:24])[CH2:20][CH2:19]3)[CH2:12][CH2:13]1)=[O:7])([CH3:4])([CH3:2])[CH3:3], predict the reactants needed to synthesize it. The reactants are: [C:1]([O:5][C:6]([N:8]1[CH2:13][CH2:12][N:11]([C:14]2[CH:15]=[CH:16][CH:17]=[C:18]3[C:23]=2[NH:22][C:21](=[O:24])[CH2:20][CH2:19]3)[CH2:10][CH2:9]1)=[O:7])([CH3:4])([CH3:3])[CH3:2].[CH3:25]C(C)([O-])C.[K+].CI. (4) Given the product [Cl:13][C:14]1[C:15]([N:20]2[CH2:21][CH2:22][N:23]([C:1](=[S:2])[NH2:3])[CH2:24][CH2:25]2)=[N:16][CH:17]=[CH:18][CH:19]=1, predict the reactants needed to synthesize it. The reactants are: [C:1](N1C=CN=C1)([N:3]1C=CN=C1)=[S:2].[Cl:13][C:14]1[C:15]([N:20]2[CH2:25][CH2:24][NH:23][CH2:22][CH2:21]2)=[N:16][CH:17]=[CH:18][CH:19]=1.N. (5) Given the product [CH2:3]([O:10][C:11]1[CH:12]=[C:13]2[C:18](=[CH:19][CH:20]=1)[C:17]([O:21][S:24]([CH3:23])(=[O:26])=[O:25])=[C:16]([Br:22])[CH:15]=[CH:14]2)[C:4]1[CH:5]=[CH:6][CH:7]=[CH:8][CH:9]=1, predict the reactants needed to synthesize it. The reactants are: [H-].[Na+].[CH2:3]([O:10][C:11]1[CH:12]=[C:13]2[C:18](=[CH:19][CH:20]=1)[C:17]([OH:21])=[C:16]([Br:22])[CH:15]=[CH:14]2)[C:4]1[CH:9]=[CH:8][CH:7]=[CH:6][CH:5]=1.[CH3:23][S:24](Cl)(=[O:26])=[O:25].C(=O)(O)[O-].[Na+]. (6) The reactants are: [C:1]1([C:7]2[S:8][C:9]3[CH2:10][NH:11][CH2:12][CH2:13][C:14]=3[N:15]=2)[CH:6]=[CH:5][CH:4]=[CH:3][CH:2]=1.C([O:20][C:21](=[O:31])[CH:22]([CH2:26][S:27](Cl)(=[O:29])=[O:28])[CH:23]([CH3:25])[CH3:24])(C)(C)C.C(N(CC)CC)C.C(O)(C(F)(F)F)=O. Given the product [CH3:24][CH:23]([CH3:25])[CH:22]([CH2:26][S:27]([N:11]1[CH2:12][CH2:13][C:14]2[N:15]=[C:7]([C:1]3[CH:2]=[CH:3][CH:4]=[CH:5][CH:6]=3)[S:8][C:9]=2[CH2:10]1)(=[O:29])=[O:28])[C:21]([OH:31])=[O:20], predict the reactants needed to synthesize it.